Predict the reactants needed to synthesize the given product. From a dataset of Full USPTO retrosynthesis dataset with 1.9M reactions from patents (1976-2016). (1) The reactants are: [CH3:1][C:2]1([C:5]2[CH:25]=[CH:24][C:8]([CH2:9][O:10][SiH](C3C=CC=CC=3)C3C=CC=CC=3)=[CH:7][C:6]=2[C:26]([F:29])([F:28])[F:27])[CH2:4][CH2:3]1.N1C=CC=CC=1.F. Given the product [CH3:1][C:2]1([C:5]2[CH:25]=[CH:24][C:8]([CH2:9][OH:10])=[CH:7][C:6]=2[C:26]([F:27])([F:28])[F:29])[CH2:3][CH2:4]1, predict the reactants needed to synthesize it. (2) The reactants are: [NH2:1][C:2]1[S:6][C:5]([S:7][C:8]2[C:17]3[C:12](=[CH:13][C:14]([O:21][CH3:22])=[C:15]([C:18]([NH2:20])=[O:19])[CH:16]=3)[N:11]=[CH:10][CH:9]=2)=[CH:4][CH:3]=1.[C:23]1([N:29]=[C:30]=[O:31])[CH:28]=[CH:27][CH:26]=[CH:25][CH:24]=1.O. Given the product [CH3:22][O:21][C:14]1[CH:13]=[C:12]2[C:17]([C:8]([S:7][C:5]3[S:6][C:2]([NH:1][C:30]([NH:29][C:23]4[CH:28]=[CH:27][CH:26]=[CH:25][CH:24]=4)=[O:31])=[CH:3][CH:4]=3)=[CH:9][CH:10]=[N:11]2)=[CH:16][C:15]=1[C:18]([NH2:20])=[O:19], predict the reactants needed to synthesize it.